From a dataset of Full USPTO retrosynthesis dataset with 1.9M reactions from patents (1976-2016). Predict the reactants needed to synthesize the given product. (1) Given the product [NH2:5][C:6]1[C:7](=[O:17])[O:8][C:9]2[C:14]([CH:15]=1)=[CH:13][C:12]([NH2:16])=[CH:11][CH:10]=2, predict the reactants needed to synthesize it. The reactants are: Cl.C([NH:5][C:6]1[C:7](=[O:17])[O:8][C:9]2[C:14]([CH:15]=1)=[CH:13][C:12]([NH2:16])=[CH:11][CH:10]=2)(=O)C. (2) Given the product [C:17]([O:16][C@H:15]1[C@@H:20]([O:21][C:22](=[O:24])[CH3:23])[C@H:25]([CH2:27][O:28][C:29](=[O:31])[CH3:30])[O:26][C@@H:14]1[N:1]1[CH:5]=[N:4][C:3]([C:6]([O:8][CH3:9])=[O:7])=[N:2]1)(=[O:19])[CH3:18], predict the reactants needed to synthesize it. The reactants are: [NH:1]1[CH:5]=[N:4][C:3]([C:6]([O:8][CH3:9])=[O:7])=[N:2]1.C(O[C@H:14]1[O:26][C@@H:25]([CH2:27][O:28][C:29](=[O:31])[CH3:30])[C@H:20]([O:21][C:22](=[O:24])[CH3:23])[C@@H:15]1[O:16][C:17](=[O:19])[CH3:18])(=O)C.